Task: Regression. Given two drug SMILES strings and cell line genomic features, predict the synergy score measuring deviation from expected non-interaction effect.. Dataset: NCI-60 drug combinations with 297,098 pairs across 59 cell lines (1) Drug 1: CCCCCOC(=O)NC1=NC(=O)N(C=C1F)C2C(C(C(O2)C)O)O. Drug 2: C1=NNC2=C1C(=O)NC=N2. Cell line: BT-549. Synergy scores: CSS=-3.64, Synergy_ZIP=1.28, Synergy_Bliss=-0.333, Synergy_Loewe=-4.37, Synergy_HSA=-3.49. (2) Drug 1: C1CN1C2=NC(=NC(=N2)N3CC3)N4CC4. Drug 2: CC1C(C(CC(O1)OC2CC(CC3=C2C(=C4C(=C3O)C(=O)C5=C(C4=O)C(=CC=C5)OC)O)(C(=O)C)O)N)O.Cl. Cell line: MOLT-4. Synergy scores: CSS=83.6, Synergy_ZIP=1.79, Synergy_Bliss=1.42, Synergy_Loewe=-0.860, Synergy_HSA=2.62. (3) Drug 1: C1CC(=O)NC(=O)C1N2CC3=C(C2=O)C=CC=C3N. Drug 2: CCC1(CC2CC(C3=C(CCN(C2)C1)C4=CC=CC=C4N3)(C5=C(C=C6C(=C5)C78CCN9C7C(C=CC9)(C(C(C8N6C=O)(C(=O)OC)O)OC(=O)C)CC)OC)C(=O)OC)O.OS(=O)(=O)O. Cell line: HOP-62. Synergy scores: CSS=2.88, Synergy_ZIP=-2.87, Synergy_Bliss=-2.22, Synergy_Loewe=-1.86, Synergy_HSA=-1.86.